Task: Predict the reaction yield, written as a fraction of the theoretical maximum amount of product (1.0 means a 100% yield; for example, 0.34 means a 34% yield).. Dataset: Reaction yield outcomes from USPTO patents with 853,638 reactions (1) The catalyst is C1C=CC([P]([Pd]([P](C2C=CC=CC=2)(C2C=CC=CC=2)C2C=CC=CC=2)([P](C2C=CC=CC=2)(C2C=CC=CC=2)C2C=CC=CC=2)[P](C2C=CC=CC=2)(C2C=CC=CC=2)C2C=CC=CC=2)(C2C=CC=CC=2)C2C=CC=CC=2)=CC=1.C(Cl)Cl.COCCOC. The product is [CH:1]1([N:4]2[C:8]3[C:9]([O:22][C@@H:23]([C@H:25]4[CH2:29][NH:28][C:27](=[O:30])[CH2:26]4)[CH3:24])=[N:10][C:11]([C:32]4[S:36][N:35]=[C:34]([CH3:37])[CH:33]=4)=[CH:12][C:7]=3[N:6]=[CH:5]2)[CH2:2][CH2:3]1. The reactants are [CH:1]1([N:4]2[C:8]3[C:9]([O:22][C@@H:23]([C@H:25]4[CH2:29][NH:28][C:27](=[O:30])[CH2:26]4)[CH3:24])=[N:10][C:11](B4OC(C)(C)C(C)(C)O4)=[CH:12][C:7]=3[N:6]=[CH:5]2)[CH2:3][CH2:2]1.Br[C:32]1[S:36][N:35]=[C:34]([CH3:37])[CH:33]=1.C([O-])([O-])=O.[Na+].[Na+].N#N. The yield is 0.0640. (2) The reactants are P([O-])([O-])([O-])=O.C1N=C(N)C2N=CN([C@@H]3O[C@H](COP(OP(OC[C@H]4O[C@@H](N5C=C(C(N)=O)CC=C5)[C@H](O)[C@@H]4O)(O)=O)(O)=O)[C@@H](O)[C@H]3OP(O)(O)=O)C=2N=1.[C:54]([NH:62][CH2:63][CH:64]([C:69](=[O:71])[CH3:70])[C:65]([O:67][CH3:68])=[O:66])(=[O:61])[C:55]1[CH:60]=[CH:59][CH:58]=[CH:57][CH:56]=1. No catalyst specified. The product is [C:54]([NH:62][CH2:63][C@@H:64]([C@H:69]([OH:71])[CH3:70])[C:65]([O:67][CH3:68])=[O:66])(=[O:61])[C:55]1[CH:56]=[CH:57][CH:58]=[CH:59][CH:60]=1. The yield is 0.910. (3) The reactants are [C:1]([O:7][CH2:8][CH3:9])(=[O:6])[CH2:2][C:3]([CH3:5])=[O:4].[CH2:10]([O:12][C:13](OCC)=[CH2:14])[CH3:11].CCO. The catalyst is [O-]CC.[Na+].CCOC(C)=O. The product is [C:3]([C:2](=[C:10]([O:12][CH2:13][CH3:14])[CH3:11])[C:1]([O:7][CH2:8][CH3:9])=[O:6])(=[O:4])[CH3:5]. The yield is 0.890. (4) The reactants are Br[C:2]1[C:3]2[C:4]3[CH:17]=[CH:16][S:15][C:5]=3[C:6](=[O:14])[NH:7][C:8]=2[CH:9]=[CH:10][C:11]=1[O:12][CH3:13].[N:18]1([CH:24]([C:26]2[CH:31]=[CH:30][C:29](B(O)O)=[CH:28][CH:27]=2)[CH3:25])[CH2:23][CH2:22][CH2:21][CH2:20][CH2:19]1. No catalyst specified. The product is [CH3:13][O:12][C:11]1[CH:10]=[CH:9][C:8]2[NH:7][C:6](=[O:14])[C:5]3[S:15][CH:16]=[CH:17][C:4]=3[C:3]=2[C:2]=1[C:29]1[CH:28]=[CH:27][C:26]([CH:24]([N:18]2[CH2:23][CH2:22][CH2:21][CH2:20][CH2:19]2)[CH3:25])=[CH:31][CH:30]=1. The yield is 0.0500. (5) The reactants are [NH:1]1[C:9]2[C:4](=[CH:5][CH:6]=[CH:7][CH:8]=2)[CH2:3][C:2]1=[O:10].[Li+].C[Si]([N-][Si](C)(C)C)(C)C.[C:21]1([C:30]2[C:25](=[CH:26][CH:27]=[CH:28][CH:29]=2)[CH:24]([CH2:31][C:32]([OH:34])=[O:33])[O:23]1)=O. The catalyst is COCCOC. The product is [O:10]=[C:2]1[C:3](=[C:21]2[C:30]3[C:25](=[CH:26][CH:27]=[CH:28][CH:29]=3)[CH:24]([CH2:31][C:32]([OH:34])=[O:33])[O:23]2)[C:4]2[C:9](=[CH:8][CH:7]=[CH:6][CH:5]=2)[NH:1]1. The yield is 0.130. (6) The yield is 0.550. The reactants are [CH:1]1([C:7]2[N:11]3[C:12]4[CH:18]=[CH:17][N:16](S(C5C=CC(C)=CC=5)(=O)=O)[C:13]=4[N:14]=[CH:15][C:10]3=[CH:9][CH:8]=2)[CH2:6][CH2:5][CH2:4][CH2:3][CH2:2]1.[OH-].[Na+]. The product is [CH:1]1([C:7]2[N:11]3[C:12]4[CH:18]=[CH:17][NH:16][C:13]=4[N:14]=[CH:15][C:10]3=[CH:9][CH:8]=2)[CH2:2][CH2:3][CH2:4][CH2:5][CH2:6]1. The catalyst is O1CCOCC1.CCOC(C)=O.[NH4+].[Cl-].